Dataset: Forward reaction prediction with 1.9M reactions from USPTO patents (1976-2016). Task: Predict the product of the given reaction. (1) Given the reactants Cl[CH2:2][C:3]1[CH:4]=[C:5]([CH:11]=[C:12]([N:14]([CH3:16])[CH3:15])[CH:13]=1)[C:6]([O:8][CH2:9][CH3:10])=[O:7].C(OP(OCC)OCC)C.C[O-].[Na+].[CH3:30][O:31][CH2:32][O:33][C:34]1[C:41]([CH3:42])=[CH:40][C:37]([CH:38]=O)=[CH:36][C:35]=1[CH3:43], predict the reaction product. The product is: [CH3:15][N:14]([CH3:16])[C:12]1[CH:11]=[C:5]([CH:4]=[C:3](/[CH:2]=[CH:38]/[C:37]2[CH:40]=[C:41]([CH3:42])[C:34]([O:33][CH2:32][O:31][CH3:30])=[C:35]([CH3:43])[CH:36]=2)[CH:13]=1)[C:6]([O:8][CH2:9][CH3:10])=[O:7]. (2) Given the reactants [B:10]1([B:10]2[O:14][C:13]([CH3:16])([CH3:15])[C:12]([CH3:18])([CH3:17])[O:11]2)[O:14][C:13]([CH3:16])([CH3:15])[C:12]([CH3:18])([CH3:17])[O:11]1.C([O-])(=O)C.[K+].[C:24]([O:28][C:29]([N:31]([C:39]1[S:40][CH2:41][C@@H:42]2[CH2:47][CH2:46][CH2:45][C@:43]2([C:48]2[CH:53]=[C:52]([Cl:54])[CH:51]=[C:50](Br)[CH:49]=2)[N:44]=1)[C:32]([O:34][C:35]([CH3:38])([CH3:37])[CH3:36])=[O:33])=[O:30])([CH3:27])([CH3:26])[CH3:25], predict the reaction product. The product is: [C:35]([O:34][C:32]([N:31]([C:39]1[S:40][CH2:41][C@@H:42]2[CH2:47][CH2:46][CH2:45][C@:43]2([C:48]2[CH:49]=[C:50]([B:10]3[O:11][C:12]([CH3:17])([CH3:18])[C:13]([CH3:15])([CH3:16])[O:14]3)[CH:51]=[C:52]([Cl:54])[CH:53]=2)[N:44]=1)[C:29]([O:28][C:24]([CH3:27])([CH3:26])[CH3:25])=[O:30])=[O:33])([CH3:36])([CH3:37])[CH3:38]. (3) Given the reactants CC1C=CC(S(O[CH2:12][C@@H:13]2[O:18][C:17]3[CH:19]=[C:20]([S:24]([CH3:27])(=[O:26])=[O:25])[CH:21]=[C:22]([Cl:23])[C:16]=3[O:15][CH2:14]2)(=O)=O)=CC=1.[CH3:28][C:29]([CH3:33])([CH3:32])[CH2:30][NH2:31], predict the reaction product. The product is: [Cl:23][C:22]1[C:16]2[O:15][CH2:14][C@H:13]([CH2:12][NH:31][CH2:30][C:29]([CH3:33])([CH3:32])[CH3:28])[O:18][C:17]=2[CH:19]=[C:20]([S:24]([CH3:27])(=[O:25])=[O:26])[CH:21]=1.